This data is from Full USPTO retrosynthesis dataset with 1.9M reactions from patents (1976-2016). The task is: Predict the reactants needed to synthesize the given product. (1) Given the product [I:20][C:12]1[C:13]([O:19][CH2:29][C:28]#[CH:27])=[CH:14][C:15]([CH:16]([CH3:18])[CH3:17])=[C:10]([CH:11]=1)[O:9][C:5]1[C:6]([NH2:8])=[N:7][C:2]([NH2:1])=[N:3][CH:4]=1, predict the reactants needed to synthesize it. The reactants are: [NH2:1][C:2]1[N:7]=[C:6]([NH2:8])[C:5]([O:9][C:10]2[C:15]([CH:16]([CH3:18])[CH3:17])=[CH:14][C:13]([OH:19])=[C:12]([I:20])[CH:11]=2)=[CH:4][N:3]=1.C(=O)([O-])[O-].[K+].[K+].[CH2:27](Cl)[C:28]#[CH:29]. (2) Given the product [CH3:36][C:25]1[CH:26]=[C:27]([CH2:30][C:31]([O:33][CH2:34][CH3:35])=[O:32])[CH:28]=[CH:29][C:24]=1[N:3]1[C:2](=[O:1])[C:10]2[C:9]([O:11][CH2:12][CH2:13][CH3:14])=[C:8]3[CH:15]=[CH:16][CH:17]=[CH:18][C:7]3=[C:6]([O:19][CH2:20][CH2:21][CH3:22])[C:5]=2[CH2:4]1, predict the reactants needed to synthesize it. The reactants are: [OH:1][CH:2]1[C:10]2[C:9]([O:11][CH2:12][CH2:13][CH3:14])=[C:8]3[CH:15]=[CH:16][CH:17]=[CH:18][C:7]3=[C:6]([O:19][CH2:20][CH2:21][CH3:22])[C:5]=2[C:4](=O)[N:3]1[C:24]1[CH:29]=[CH:28][C:27]([CH2:30][C:31]([O:33][CH2:34][CH3:35])=[O:32])=[CH:26][C:25]=1[CH3:36].C([SiH](CC)CC)C.